From a dataset of Forward reaction prediction with 1.9M reactions from USPTO patents (1976-2016). Predict the product of the given reaction. (1) Given the reactants [B:1]1([OH:11])[C:5]2[CH:6]=[C:7]([OH:10])[CH:8]=[CH:9][C:4]=2[CH2:3][O:2]1.C(=O)([O-])[O-].[K+].[K+].[CH3:18][O:19][C:20]([C:22]1[N:23]=[C:24](Br)[S:25][CH:26]=1)=[O:21], predict the reaction product. The product is: [CH3:18][O:19][C:20]([C:22]1[N:23]=[C:24]([O:10][C:7]2[CH:8]=[CH:9][C:4]3[CH2:3][O:2][B:1]([OH:11])[C:5]=3[CH:6]=2)[S:25][CH:26]=1)=[O:21]. (2) Given the reactants [C:1]([O:7][CH2:8][CH3:9])(=[O:6])/[C:2](=[CH:4]/[CH3:5])/[CH3:3].[C:10]([OH:13])(=[S:12])[CH3:11], predict the reaction product. The product is: [C:10]([S:12][CH:4]([CH3:5])[CH:2]([CH3:3])[C:1]([O:7][CH2:8][CH3:9])=[O:6])(=[O:13])[CH3:11]. (3) Given the reactants [S:1]1[CH:5]=[CH:4][C:3]2[CH:6]=[C:7]([OH:10])[CH:8]=[CH:9][C:2]1=2.[C:11]([O:15][C:16]([N:18]1[CH2:23][CH2:22][CH:21]([N:24]2[C:28]3=[N:29][CH:30]=[N:31][C:32](Cl)=[C:27]3[CH:26]=[N:25]2)[CH2:20][CH2:19]1)=[O:17])([CH3:14])([CH3:13])[CH3:12].C(=O)([O-])[O-].[K+].[K+].[Cl-].[NH4+], predict the reaction product. The product is: [C:11]([O:15][C:16]([N:18]1[CH2:19][CH2:20][CH:21]([N:24]2[C:28]3=[N:29][CH:30]=[N:31][C:32]([O:10][C:7]4[CH:8]=[CH:9][C:2]5[S:1][CH:5]=[CH:4][C:3]=5[CH:6]=4)=[C:27]3[CH:26]=[N:25]2)[CH2:22][CH2:23]1)=[O:17])([CH3:14])([CH3:12])[CH3:13]. (4) Given the reactants [Cl:1][C:2]1[CH:7]=[CH:6][N:5]=[C:4]2[CH:8]=[CH:9][S:10][C:3]=12.[Li]CCCC.[CH2:16]([N:18]1[C:22]([CH3:23])=[C:21](I)[N:20]=[CH:19]1)[CH3:17], predict the reaction product. The product is: [Cl:1][C:2]1[CH:7]=[CH:6][N:5]=[C:4]2[CH:8]=[C:9]([C:21]3[N:20]=[CH:19][N:18]([CH2:16][CH3:17])[C:22]=3[CH3:23])[S:10][C:3]=12. (5) Given the reactants [CH3:1][O:2][C:3]1[CH:8]=[CH:7][CH:6]=[CH:5][C:4]=1[C:9]1[CH:14]=[CH:13][CH:12]=[C:11]([C:15]([OH:17])=O)[CH:10]=1.C(Cl)(=O)C(Cl)=O.[CH:24]([O:27][C:28]1[CH:33]=[CH:32][C:31]([N:34]2[CH:38]=[N:37][C:36]([C:39]3[CH:45]=[CH:44][C:42]([NH2:43])=[CH:41][CH:40]=3)=[N:35]2)=[CH:30][CH:29]=1)([CH3:26])[CH3:25].C(N(C(C)C)CC)(C)C, predict the reaction product. The product is: [CH:24]([O:27][C:28]1[CH:33]=[CH:32][C:31]([N:34]2[CH:38]=[N:37][C:36]([C:39]3[CH:40]=[CH:41][C:42]([NH:43][C:15]([C:11]4[CH:10]=[C:9]([C:4]5[CH:5]=[CH:6][CH:7]=[CH:8][C:3]=5[O:2][CH3:1])[CH:14]=[CH:13][CH:12]=4)=[O:17])=[CH:44][CH:45]=3)=[N:35]2)=[CH:30][CH:29]=1)([CH3:26])[CH3:25].